Dataset: Experimentally validated miRNA-target interactions with 360,000+ pairs, plus equal number of negative samples. Task: Binary Classification. Given a miRNA mature sequence and a target amino acid sequence, predict their likelihood of interaction. The miRNA is hsa-miR-3677-5p with sequence CAGUGGCCAGAGCCCUGCAGUG. The protein sequence of the target gene is MAEYGTLLQDLTNNITLEDLEQLKSACKEDIPSEKSEEITTGSAWFSFLESHNKLDKDNLSYIEHIFEISRRPDLLTMVVDYRTRVLKISEEEELDTKLTRIPSAKKYKDIIRQPSEEEIIKLAPPPKKA. Result: 0 (no interaction).